This data is from Full USPTO retrosynthesis dataset with 1.9M reactions from patents (1976-2016). The task is: Predict the reactants needed to synthesize the given product. Given the product [Br:1][C:2]1[CH:15]=[C:6]([NH:7][CH2:8][CH:9]2[CH2:10][CH2:11][O:12][CH2:13][CH2:14]2)[C:5]([NH2:16])=[CH:4][C:3]=1[Cl:19], predict the reactants needed to synthesize it. The reactants are: [Br:1][C:2]1[C:3]([Cl:19])=[CH:4][C:5]([N+:16]([O-])=O)=[C:6]([CH:15]=1)[NH:7][CH2:8][CH:9]1[CH2:14][CH2:13][O:12][CH2:11][CH2:10]1.O.NN.O.